From a dataset of NCI-60 drug combinations with 297,098 pairs across 59 cell lines. Regression. Given two drug SMILES strings and cell line genomic features, predict the synergy score measuring deviation from expected non-interaction effect. Drug 1: CC1C(C(CC(O1)OC2CC(CC3=C2C(=C4C(=C3O)C(=O)C5=C(C4=O)C(=CC=C5)OC)O)(C(=O)C)O)N)O.Cl. Drug 2: C(CN)CNCCSP(=O)(O)O. Cell line: TK-10. Synergy scores: CSS=21.0, Synergy_ZIP=-5.58, Synergy_Bliss=2.32, Synergy_Loewe=-14.7, Synergy_HSA=1.67.